From a dataset of Catalyst prediction with 721,799 reactions and 888 catalyst types from USPTO. Predict which catalyst facilitates the given reaction. (1) Reactant: [F:1][C:2]1[CH:7]=[CH:6][C:5]([CH2:8][CH2:9][S:10]([N:13]2[CH2:18][CH2:17][CH:16]([CH2:19][NH2:20])[CH2:15][CH2:14]2)(=[O:12])=[O:11])=[CH:4][CH:3]=1.Br[C:22]1[N:27]=[CH:26][CH:25]=[CH:24][N:23]=1.C(N(CC)C(C)C)(C)C. Product: [F:1][C:2]1[CH:7]=[CH:6][C:5]([CH2:8][CH2:9][S:10]([N:13]2[CH2:14][CH2:15][CH:16]([CH2:19][NH:20][C:22]3[N:27]=[CH:26][CH:25]=[CH:24][N:23]=3)[CH2:17][CH2:18]2)(=[O:11])=[O:12])=[CH:4][CH:3]=1. The catalyst class is: 41. (2) Product: [CH2:19]1[C:20]2[C:25](=[CH:24][CH:23]=[CH:22][CH:21]=2)[CH:16]([N:12]2[C:11]([CH2:9][O:8][CH3:7])=[CH:15][N:14]=[CH:13]2)[CH2:17][S:18]1. Reactant: [H-].[H-].[H-].[H-].[Li+].[Al+3].[CH3:7][O:8][C:9]([C:11]1[N:12]([CH:16]2[C:25]3[C:20](=[CH:21][CH:22]=[CH:23][CH:24]=3)[CH2:19][S:18][CH2:17]2)[CH:13]=[N:14][CH:15]=1)=O.C1C2C(=CC=CC=2)C(N2C(CO)=CN=C2)CS1.CC(C)([O-])C.[K+].IC. The catalyst class is: 1. (3) Reactant: [N+:1]([C:4]1[C:5](Cl)=[N:6][C:7]([Cl:10])=[CH:8][CH:9]=1)([O-:3])=[O:2].C([O-])([O-])=O.[Na+].[Na+].[S:18]1[C:26]2[CH:25]=[CH:24][N:23]=[CH:22][C:21]=2[N:20]=[C:19]1[CH2:27][NH2:28]. Product: [N+:1]([C:4]1[C:5]([NH:28][CH2:27][C:19]2[S:18][C:26]3[CH:25]=[CH:24][N:23]=[CH:22][C:21]=3[N:20]=2)=[N:6][C:7]([Cl:10])=[CH:8][CH:9]=1)([O-:3])=[O:2]. The catalyst class is: 32. (4) Reactant: Br[C:2]1[CH:3]=[C:4]2[C:8](=[C:9]([C:11]([NH2:13])=[O:12])[CH:10]=1)[NH:7][CH:6]=[C:5]2[CH:14]1[CH2:19][CH2:18][S:17](=[O:21])(=[O:20])[CH2:16][CH2:15]1.CC1(C)C(C)(C)OB([C:30]2[CH:31]=[C:32]([CH:35]=O)[S:33][CH:34]=2)O1.C([O-])([O-])=O.[K+].[K+]. Product: [O:20]=[S:17]1(=[O:21])[CH2:18][CH2:19][CH:14]([C:5]2[C:4]3[C:8](=[C:9]([C:11]([NH2:13])=[O:12])[CH:10]=[C:2]([C:30]4[CH:31]=[C:32]([CH2:35][N:7]([CH2:6][CH3:5])[CH3:8])[S:33][CH:34]=4)[CH:3]=3)[NH:7][CH:6]=2)[CH2:15][CH2:16]1. The catalyst class is: 70. (5) Reactant: [NH:1]1[C:9]2[C:4](=[CH:5][C:6]([NH:10][C:11]3[CH:20]=[CH:19][C:18]([Cl:21])=[CH:17][C:12]=3[C:13]([O:15][CH3:16])=[O:14])=[CH:7][CH:8]=2)[CH:3]=[CH:2]1.[CH3:22][C:23]([CH3:26])([O-])[CH3:24].[K+].BrCC1CC1.O. The catalyst class is: 675. Product: [Cl:21][C:18]1[CH:19]=[CH:20][C:11]([NH:10][C:6]2[CH:5]=[C:4]3[C:9](=[CH:8][CH:7]=2)[N:1]([CH2:22][CH:23]2[CH2:26][CH2:24]2)[CH:2]=[CH:3]3)=[C:12]([CH:17]=1)[C:13]([O:15][CH3:16])=[O:14]. (6) Reactant: [NH2:1][CH2:2][C@H:3]([OH:18])[CH2:4][N:5]1[CH2:10][CH2:9][N:8]([C:11]([O:13][C:14]([CH3:17])([CH3:16])[CH3:15])=[O:12])[CH2:7][CH2:6]1.C(=O)([O-])[O-].[K+].[K+].[CH2:25](Br)[C:26]1[CH:31]=[CH:30][CH:29]=[CH:28][CH:27]=1. Product: [CH2:25]([N:1]([CH2:25][C:26]1[CH:31]=[CH:30][CH:29]=[CH:28][CH:27]=1)[CH2:2][C@H:3]([OH:18])[CH2:4][N:5]1[CH2:10][CH2:9][N:8]([C:11]([O:13][C:14]([CH3:15])([CH3:17])[CH3:16])=[O:12])[CH2:7][CH2:6]1)[C:26]1[CH:31]=[CH:30][CH:29]=[CH:28][CH:27]=1. The catalyst class is: 40. (7) Reactant: [NH2:1][C:2]1[C:3]([O:8][CH3:9])=[N:4][CH:5]=[CH:6][CH:7]=1.C(N(CC)CC)C.[F:17][C:18]1[CH:19]=[N:20][C:21]([O:27][C:28]2[CH:33]=[CH:32][CH:31]=[C:30]([S:34][CH3:35])[CH:29]=2)=[C:22]([CH:26]=1)[C:23](O)=[O:24].Cl.CN(C)CCCN=C=NCC.ON1C2C=CC=CC=2N=N1. Product: [F:17][C:18]1[CH:19]=[N:20][C:21]([O:27][C:28]2[CH:33]=[CH:32][CH:31]=[C:30]([S:34][CH3:35])[CH:29]=2)=[C:22]([CH:26]=1)[C:23]([NH:1][C:2]1[C:3]([O:8][CH3:9])=[N:4][CH:5]=[CH:6][CH:7]=1)=[O:24]. The catalyst class is: 9. (8) Reactant: [Cl:1][C:2]1[S:6][C:5]([C:7]([NH:9][CH2:10][C:11]2[N:12]=[CH:13][N:14]([C:16]3[CH:21]=[CH:20][C:19](I)=[CH:18][CH:17]=3)[CH:15]=2)=[O:8])=[CH:4][CH:3]=1.[OH:23][C:24]1[CH:29]=[CH:28][C:27]([CH3:30])=[CH:26][N:25]=1.OC1C=CC=C2C=1N=CC=C2.C([O-])([O-])=O.[K+].[K+]. Product: [Cl:1][C:2]1[S:6][C:5]([C:7]([NH:9][CH2:10][C:11]2[N:12]=[CH:13][N:14]([C:16]3[CH:21]=[CH:20][C:19]([N:25]4[CH:26]=[C:27]([CH3:30])[CH:28]=[CH:29][C:24]4=[O:23])=[CH:18][CH:17]=3)[CH:15]=2)=[O:8])=[CH:4][CH:3]=1. The catalyst class is: 156.